The task is: Predict the product of the given reaction.. This data is from Forward reaction prediction with 1.9M reactions from USPTO patents (1976-2016). (1) Given the reactants [F:1][C:2]1([F:13])[CH2:6][CH2:5][N:4]([CH2:7][C:8](OCC)=[O:9])[CH2:3]1.[H-].[H-].[H-].[H-].[Li+].[Al+3].O, predict the reaction product. The product is: [F:1][C:2]1([F:13])[CH2:6][CH2:5][N:4]([CH2:7][CH2:8][OH:9])[CH2:3]1. (2) Given the reactants [CH3:1][O:2][C:3]1[CH:11]=[CH:10][C:6]([C:7](Cl)=[O:8])=[CH:5][CH:4]=1.[N+:12]([C:15]1[O:19][C:18]([C:20]([N:22]2[CH2:27][CH2:26][NH:25][CH2:24][CH2:23]2)=[O:21])=[CH:17][CH:16]=1)([O-:14])=[O:13], predict the reaction product. The product is: [CH3:1][O:2][C:3]1[CH:11]=[CH:10][C:6]([C:7]([N:25]2[CH2:26][CH2:27][N:22]([C:20]([C:18]3[O:19][C:15]([N+:12]([O-:14])=[O:13])=[CH:16][CH:17]=3)=[O:21])[CH2:23][CH2:24]2)=[O:8])=[CH:5][CH:4]=1.